Dataset: Reaction yield outcomes from USPTO patents with 853,638 reactions. Task: Predict the reaction yield, written as a fraction of the theoretical maximum amount of product (1.0 means a 100% yield; for example, 0.34 means a 34% yield). (1) The reactants are [CH3:1][O:2][C:3](=[O:18])[CH2:4][C:5]1[CH:14]=[C:13]([OH:15])[C:12]2[C:7](=[CH:8][CH:9]=[C:10]([F:16])[CH:11]=2)[C:6]=1[CH3:17].Br[C:20]1[CH:25]=[CH:24][C:23]([S:26]([CH2:29][CH3:30])(=[O:28])=[O:27])=[CH:22][N:21]=1.COC(=O)C(=CC1C=CC(F)=CC=1)CC(O)=O. No catalyst specified. The product is [CH3:1][O:2][C:3](=[O:18])[CH2:4][C:5]1[CH:14]=[C:13]([O:15][C:20]2[CH:25]=[CH:24][C:23]([S:26]([CH2:29][CH3:30])(=[O:27])=[O:28])=[CH:22][N:21]=2)[C:12]2[C:7](=[CH:8][CH:9]=[C:10]([F:16])[CH:11]=2)[C:6]=1[CH3:17]. The yield is 0.750. (2) The reactants are F[C:2]1[CH:12]=[CH:11][C:5]([C:6]([O:8][CH2:9][CH3:10])=[O:7])=[CH:4][C:3]=1[N+:13]([O-:15])=[O:14].[CH2:16]([NH:20][CH2:21][CH2:22][CH3:23])[CH:17]([CH3:19])[CH3:18]. The catalyst is C(O)C. The product is [CH2:16]([N:20]([CH2:21][CH2:22][CH3:23])[C:2]1[CH:12]=[CH:11][C:5]([C:6]([O:8][CH2:9][CH3:10])=[O:7])=[CH:4][C:3]=1[N+:13]([O-:15])=[O:14])[CH:17]([CH3:19])[CH3:18]. The yield is 0.930. (3) The reactants are [Br:1][C:2]1[CH:3]=[C:4]([C:8]([NH:12][C:13](=[O:19])[O:14][C:15]([CH3:18])([CH3:17])[CH3:16])([CH3:11])[CH:9]=O)[CH:5]=[CH:6][CH:7]=1.[CH3:20][NH2:21].C(O[BH-](OC(=O)C)OC(=O)C)(=O)C.[Na+]. The catalyst is ClC(Cl)C.O. The product is [Br:1][C:2]1[CH:3]=[C:4]([C:8]([NH:12][C:13](=[O:19])[O:14][C:15]([CH3:18])([CH3:17])[CH3:16])([CH3:11])[CH2:9][NH:21][CH3:20])[CH:5]=[CH:6][CH:7]=1. The yield is 0.600. (4) The reactants are [CH:1]1([CH2:4][N:5]2[CH:9]=[CH:8][C:7]([N+:10]([O-])=O)=[N:6]2)[CH2:3][CH2:2]1.NN. The product is [CH:1]1([CH2:4][N:5]2[CH:9]=[CH:8][C:7]([NH2:10])=[N:6]2)[CH2:3][CH2:2]1. The catalyst is CO.[Ni].O.C(OCC)(=O)C. The yield is 0.950. (5) The reactants are [CH3:1][C:2]1[CH:7]=[CH:6][C:5]([CH3:8])=[CH:4][C:3]=1[NH:9][C:10](=[O:15])[CH2:11][C:12](=O)[CH3:13]. The catalyst is OS(O)(=O)=O. The product is [CH3:13][C:12]1[C:4]2[C:3](=[C:2]([CH3:1])[CH:7]=[CH:6][C:5]=2[CH3:8])[N:9]=[C:10]([OH:15])[CH:11]=1. The yield is 0.280. (6) The reactants are [NH2:1][C:2]1[CH:7]=[CH:6][CH:5]=[CH:4][CH:3]=1.[Br:8][C:9]1[CH:14]=[CH:13][C:12]([C:15](Cl)=[O:16])=[C:11]([O:18][CH3:19])[CH:10]=1.C(N(CC)CC)C. The catalyst is ClCCl. The product is [C:2]1([NH:1][C:15](=[O:16])[C:12]2[CH:13]=[CH:14][C:9]([Br:8])=[CH:10][C:11]=2[O:18][CH3:19])[CH:7]=[CH:6][CH:5]=[CH:4][CH:3]=1. The yield is 0.740.